Dataset: Full USPTO retrosynthesis dataset with 1.9M reactions from patents (1976-2016). Task: Predict the reactants needed to synthesize the given product. The reactants are: [C:1]1([P:7](=[O:10])([OH:9])[OH:8])[CH:6]=[CH:5][CH:4]=[CH:3][CH:2]=1.[N:11]1[C:18]([NH2:19])=[N:17][C:15]([NH2:16])=[N:14][C:12]=1[NH2:13]. Given the product [C:1]1([P:7](=[O:8])([OH:10])[OH:9])[CH:6]=[CH:5][CH:4]=[CH:3][CH:2]=1.[N:11]1[C:18]([NH2:19])=[N:17][C:15]([NH2:16])=[N:14][C:12]=1[NH2:13], predict the reactants needed to synthesize it.